This data is from Reaction yield outcomes from USPTO patents with 853,638 reactions. The task is: Predict the reaction yield, written as a fraction of the theoretical maximum amount of product (1.0 means a 100% yield; for example, 0.34 means a 34% yield). (1) The reactants are [F:1][C:2]1[CH:14]=[CH:13][C:12]([N+:15]([O-])=O)=[CH:11][C:3]=1[CH2:4][N:5]1[CH2:10][CH2:9][O:8][CH2:7][CH2:6]1. The catalyst is CCOC(C)=O.[Pd]. The product is [F:1][C:2]1[CH:14]=[CH:13][C:12]([NH2:15])=[CH:11][C:3]=1[CH2:4][N:5]1[CH2:6][CH2:7][O:8][CH2:9][CH2:10]1. The yield is 0.550. (2) The product is [OH:12][C:4]1[CH:3]=[C:2]2[C:10]([N:11]=[C:22]([C:24]3[CH:29]=[CH:28][C:27]([O:30][CH3:31])=[CH:26][CH:25]=3)[C:21]([C:18]3[CH:17]=[CH:16][C:15]([O:14][CH3:13])=[CH:20][CH:19]=3)=[N:1]2)=[CH:9][C:5]=1[C:6]([OH:8])=[O:7]. The reactants are [NH2:1][C:2]1[C:10]([NH2:11])=[CH:9][C:5]([C:6]([OH:8])=[O:7])=[C:4]([OH:12])[CH:3]=1.[CH3:13][O:14][C:15]1[CH:20]=[CH:19][C:18]([C:21](=O)[C:22]([C:24]2[CH:29]=[CH:28][C:27]([O:30][CH3:31])=[CH:26][CH:25]=2)=O)=[CH:17][CH:16]=1. The yield is 0.120. No catalyst specified. (3) The reactants are [Cl:1][C:2]1[N:7]=[CH:6][C:5]([NH:8][C:9](=[O:15])[O:10][C:11]([CH3:14])([CH3:13])[CH3:12])=[C:4](I)[CH:3]=1.[C:17]([CH:19]1[CH2:22][CH2:21][CH2:20]1)#[CH:18]. The catalyst is CCN(CC)CC.C1COCC1.O.Cl[Pd](Cl)([P](C1C=CC=CC=1)(C1C=CC=CC=1)C1C=CC=CC=1)[P](C1C=CC=CC=1)(C1C=CC=CC=1)C1C=CC=CC=1.[Cu]I. The product is [Cl:1][C:2]1[N:7]=[CH:6][C:5]([NH:8][C:9](=[O:15])[O:10][C:11]([CH3:14])([CH3:13])[CH3:12])=[C:4]([C:18]#[C:17][CH:19]2[CH2:22][CH2:21][CH2:20]2)[CH:3]=1. The yield is 0.600. (4) The reactants are [CH3:1][NH2:2].[Br:3][C:4]1[C:5]([F:14])=[C:6]([CH:10]=[CH:11][C:12]=1[F:13])[C:7](O)=[O:8].C(Cl)CCl. The yield is 0.920. The catalyst is CN(C=O)C.CCOC(C)=O.O. The product is [Br:3][C:4]1[C:5]([F:14])=[C:6]([CH:10]=[CH:11][C:12]=1[F:13])[C:7]([NH:2][CH3:1])=[O:8]. (5) The reactants are [C:1]1([C:7]2[N:12]=[CH:11][C:10]([C:13]3[NH:17][C:16](/[CH:18]=[CH:19]/[C:20]4[CH:21]=[N:22][CH:23]=[CH:24][CH:25]=4)=[N:15][CH:14]=3)=[CH:9][N:8]=2)[CH:6]=[CH:5][CH:4]=[CH:3][CH:2]=1. The catalyst is [Pd].C(O)C. The product is [C:1]1([C:7]2[N:12]=[CH:11][C:10]([C:13]3[NH:17][C:16]([CH2:18][CH2:19][C:20]4[CH:21]=[N:22][CH:23]=[CH:24][CH:25]=4)=[N:15][CH:14]=3)=[CH:9][N:8]=2)[CH:2]=[CH:3][CH:4]=[CH:5][CH:6]=1. The yield is 1.00.